This data is from Full USPTO retrosynthesis dataset with 1.9M reactions from patents (1976-2016). The task is: Predict the reactants needed to synthesize the given product. Given the product [CH2:1]([O:3][C:4](=[O:24])[C:5]([S:13]([C:16]1[CH:17]=[CH:18][C:19]([O:22][CH3:23])=[CH:20][CH:21]=1)(=[O:14])=[O:15])([CH3:27])[CH2:6][C:7]1[CH:8]=[CH:9][CH:10]=[CH:11][CH:12]=1)[CH3:2], predict the reactants needed to synthesize it. The reactants are: [CH2:1]([O:3][C:4](=[O:24])[CH:5]([S:13]([C:16]1[CH:21]=[CH:20][C:19]([O:22][CH3:23])=[CH:18][CH:17]=1)(=[O:15])=[O:14])[CH2:6][C:7]1[CH:12]=[CH:11][CH:10]=[CH:9][CH:8]=1)[CH3:2].CI.[CH2:27]1OCCOCCOCCOCCOCCOC1.C([O-])([O-])=O.[K+].[K+].